Predict the product of the given reaction. From a dataset of Forward reaction prediction with 1.9M reactions from USPTO patents (1976-2016). (1) Given the reactants [Cl:1][C:2]1[CH:3]=[CH:4][C:5]2[C:11](=O)[C:10](=[CH:13]N(C)C)[CH2:9][C:8](=[O:17])[NH:7][C:6]=2[CH:18]=1.[N+]([O-])(O)=O.[CH3:23][O:24][C:25]1[CH:26]=[C:27]([NH:33][C:34]([NH2:36])=[NH:35])[CH:28]=[C:29]([O:31][CH3:32])[CH:30]=1, predict the reaction product. The product is: [Cl:1][C:2]1[CH:3]=[CH:4][C:5]2[C:11]3[N:35]=[C:34]([NH:33][C:27]4[CH:28]=[C:29]([O:31][CH3:32])[CH:30]=[C:25]([O:24][CH3:23])[CH:26]=4)[N:36]=[CH:13][C:10]=3[CH2:9][C:8](=[O:17])[NH:7][C:6]=2[CH:18]=1. (2) Given the reactants Cl[C:2]1[N:3]=[C:4]([NH:16][C:17]2[CH:21]=[C:20]([CH3:22])[NH:19][N:18]=2)[CH:5]=[C:6]2[C:15]=1[CH:14]=[CH:13][C:12]1[O:11][CH2:10][CH2:9][O:8][C:7]2=1.[C:23](B1OC(C)(C)C(C)(C)O1)([CH3:25])=[CH2:24], predict the reaction product. The product is: [CH:23]([C:2]1[N:3]=[C:4]([NH:16][C:17]2[CH:21]=[C:20]([CH3:22])[NH:19][N:18]=2)[CH:5]=[C:6]2[C:15]=1[CH:14]=[CH:13][C:12]1[O:11][CH2:10][CH2:9][O:8][C:7]2=1)([CH3:25])[CH3:24]. (3) Given the reactants [O:1]=[C:2]1[C@@H:8]([NH:9]C(=O)OCC2C=CC=CC=2)[CH2:7][CH2:6][S:5][C@H:4]2[CH2:20][CH2:21][C@H:22](C(F)(F)F)[CH2:23][N:3]12.NC([C:35]([F:38])([F:37])[F:36])CCCCO.N[C@H]1CCS[C@H]2CC[C@H](C(F)(F)F)CN2C1=O, predict the reaction product. The product is: [NH2:9][C@H:8]1[CH2:7][CH2:6][S:5][C@H:4]2[CH2:20][CH2:21][CH2:22][C@H:23]([C:35]([F:38])([F:37])[F:36])[N:3]2[C:2]1=[O:1]. (4) Given the reactants [Br:1][C:2]1[CH:7]=[CH:6][C:5]([N+:8]([O-:10])=[O:9])=[CH:4][C:3]=1[O:11]C.C(Cl)Cl.B(Br)(Br)Br.OP([O-])(O)=O.[K+], predict the reaction product. The product is: [Br:1][C:2]1[CH:7]=[CH:6][C:5]([N+:8]([O-:10])=[O:9])=[CH:4][C:3]=1[OH:11]. (5) Given the reactants [CH:1]([C:3]1[C:12](OS(C(F)(F)F)(=O)=O)=[CH:11][C:10]([O:21][CH3:22])=[CH:9][C:4]=1[C:5]([O:7]C)=[O:6])=[O:2].[C:23]1(B(O)O)[CH:28]=[CH:27][CH:26]=[CH:25][CH:24]=1.C(=O)([O-])[O-].[Na+].[Na+].O, predict the reaction product. The product is: [CH:1]([C:3]1[C:12]([C:23]2[CH:28]=[CH:27][CH:26]=[CH:25][CH:24]=2)=[CH:11][C:10]([O:21][CH3:22])=[CH:9][C:4]=1[C:5]([OH:7])=[O:6])=[O:2]. (6) Given the reactants [Br:1][C:2]1[CH:7]=[CH:6][C:5]([Cl:8])=[C:4]([CH3:9])[CH:3]=1.[Br:10]N1C(=O)CCC1=O.C(OOC(=O)C1C=CC=CC=1)(=O)C1C=CC=CC=1.ClCCl, predict the reaction product. The product is: [Br:1][C:2]1[CH:7]=[CH:6][C:5]([Cl:8])=[C:4]([CH2:9][Br:10])[CH:3]=1. (7) Given the reactants [F:1][C:2]1[CH:7]=[CH:6][C:5]([C:8]2[C:9]([C:21]3[CH:26]=[CH:25][CH:24]=[CH:23][CH:22]=3)=[C:10]([C:18](O)=[O:19])[N:11]([CH:15]([CH3:17])[CH3:16])[C:12]=2[CH:13]=[O:14])=[CH:4][CH:3]=1.[F:27][C:28]1[CH:35]=[CH:34][C:31]([CH2:32][NH2:33])=[CH:30][CH:29]=1.C(N(CC)CC)C, predict the reaction product. The product is: [F:27][C:28]1[CH:35]=[CH:34][C:31]([CH2:32][NH:33][C:18]([C:10]2[N:11]([CH:15]([CH3:17])[CH3:16])[C:12]([CH:13]=[O:14])=[C:8]([C:5]3[CH:4]=[CH:3][C:2]([F:1])=[CH:7][CH:6]=3)[C:9]=2[C:21]2[CH:22]=[CH:23][CH:24]=[CH:25][CH:26]=2)=[O:19])=[CH:30][CH:29]=1.